Regression. Given two drug SMILES strings and cell line genomic features, predict the synergy score measuring deviation from expected non-interaction effect. From a dataset of NCI-60 drug combinations with 297,098 pairs across 59 cell lines. (1) Drug 2: C#CCC(CC1=CN=C2C(=N1)C(=NC(=N2)N)N)C3=CC=C(C=C3)C(=O)NC(CCC(=O)O)C(=O)O. Cell line: PC-3. Drug 1: CC1=CC2C(CCC3(C2CCC3(C(=O)C)OC(=O)C)C)C4(C1=CC(=O)CC4)C. Synergy scores: CSS=37.9, Synergy_ZIP=-0.534, Synergy_Bliss=-1.61, Synergy_Loewe=-79.0, Synergy_HSA=-4.04. (2) Drug 1: CC1CCC2CC(C(=CC=CC=CC(CC(C(=O)C(C(C(=CC(C(=O)CC(OC(=O)C3CCCCN3C(=O)C(=O)C1(O2)O)C(C)CC4CCC(C(C4)OC)O)C)C)O)OC)C)C)C)OC. Drug 2: CC1CCCC2(C(O2)CC(NC(=O)CC(C(C(=O)C(C1O)C)(C)C)O)C(=CC3=CSC(=N3)C)C)C. Cell line: A549. Synergy scores: CSS=59.3, Synergy_ZIP=-2.16, Synergy_Bliss=-3.51, Synergy_Loewe=-6.99, Synergy_HSA=0.415. (3) Drug 1: C1CN(P(=O)(OC1)NCCCl)CCCl. Drug 2: B(C(CC(C)C)NC(=O)C(CC1=CC=CC=C1)NC(=O)C2=NC=CN=C2)(O)O. Cell line: LOX IMVI. Synergy scores: CSS=31.8, Synergy_ZIP=-1.94, Synergy_Bliss=-5.07, Synergy_Loewe=-44.9, Synergy_HSA=-6.58. (4) Drug 1: C1=CN(C(=O)N=C1N)C2C(C(C(O2)CO)O)O.Cl. Drug 2: CC12CCC3C(C1CCC2OP(=O)(O)O)CCC4=C3C=CC(=C4)OC(=O)N(CCCl)CCCl.[Na+]. Cell line: RPMI-8226. Synergy scores: CSS=8.96, Synergy_ZIP=-1.43, Synergy_Bliss=-2.15, Synergy_Loewe=-3.07, Synergy_HSA=-1.31. (5) Synergy scores: CSS=39.5, Synergy_ZIP=0.683, Synergy_Bliss=3.25, Synergy_Loewe=-1.27, Synergy_HSA=3.98. Cell line: COLO 205. Drug 1: C1CCC(CC1)NC(=O)N(CCCl)N=O. Drug 2: CN(CCCl)CCCl.Cl. (6) Drug 1: CCN(CC)CCNC(=O)C1=C(NC(=C1C)C=C2C3=C(C=CC(=C3)F)NC2=O)C. Drug 2: C1=NNC2=C1C(=O)NC=N2. Cell line: IGROV1. Synergy scores: CSS=5.87, Synergy_ZIP=-3.19, Synergy_Bliss=-6.56, Synergy_Loewe=-3.16, Synergy_HSA=-3.96. (7) Drug 1: CNC(=O)C1=CC=CC=C1SC2=CC3=C(C=C2)C(=NN3)C=CC4=CC=CC=N4. Drug 2: C(=O)(N)NO. Cell line: SNB-19. Synergy scores: CSS=6.09, Synergy_ZIP=-0.682, Synergy_Bliss=0.660, Synergy_Loewe=0.682, Synergy_HSA=1.16.